Dataset: Catalyst prediction with 721,799 reactions and 888 catalyst types from USPTO. Task: Predict which catalyst facilitates the given reaction. (1) Reactant: [Si]([O:8][CH2:9][CH2:10][O:11][C:12]1[CH:18]=[CH:17][C:15]([NH2:16])=[CH:14][C:13]=1[C:19]([F:22])([F:21])[F:20])(C(C)(C)C)(C)C.Cl.Cl[C:25]1[N:30]=[C:29]([NH:31][C@@H:32]2[CH2:40][C@H:39]3[N:35]([CH2:36][CH2:37][CH2:38]3)[C:34]([CH3:42])([CH3:41])[CH2:33]2)[C:28]([F:43])=[CH:27][N:26]=1.CC1C=CC(S(O)(=O)=O)=CC=1.O. Product: [CH3:41][C:34]1([CH3:42])[CH2:33][C@H:32]([NH:31][C:29]2[C:28]([F:43])=[CH:27][N:26]=[C:25]([NH:16][C:15]3[CH:17]=[CH:18][C:12]([O:11][CH2:10][CH2:9][OH:8])=[C:13]([C:19]([F:20])([F:21])[F:22])[CH:14]=3)[N:30]=2)[CH2:40][C@H:39]2[N:35]1[CH2:36][CH2:37][CH2:38]2. The catalyst class is: 41. (2) Reactant: FC(F)(F)C(O)=O.C([SiH](CC)CC)C.[CH3:15][O:16][C:17]([C:19]1[CH:20]=[C:21]2[C:25](=[CH:26][CH:27]=1)[NH:24][C:23]([CH2:28][O:29][CH3:30])=[CH:22]2)=[O:18].[Cl:31][C:32]1[CH:39]=[C:38]([Cl:40])[CH:37]=[CH:36][C:33]=1[CH:34]=O.[OH-].[Na+]. Product: [Cl:31][C:32]1[CH:39]=[C:38]([Cl:40])[CH:37]=[CH:36][C:33]=1[CH2:34][C:22]1[C:21]2[C:25](=[CH:26][CH:27]=[C:19]([C:17]([O:16][CH3:15])=[O:18])[CH:20]=2)[NH:24][C:23]=1[CH2:28][O:29][CH3:30]. The catalyst class is: 526. (3) Product: [ClH:24].[ClH:39].[NH2:35][C:32]1[N:31]=[CH:30][C:29]([CH2:28][NH:27][C:26]([C@@H:16]([NH:15][C:14](=[O:37])[C@H:9]([NH:7][CH3:6])[CH:10]([CH3:13])[CH2:11][CH3:12])[CH2:17][C:18]2[CH:23]=[CH:22][C:21]([Cl:24])=[C:20]([Cl:25])[CH:19]=2)=[O:36])=[CH:34][CH:33]=1. The catalyst class is: 12. Reactant: C(O[C:6](=O)[N:7]([C@@H:9]([C:14](=[O:37])[NH:15][C@H:16]([C:26](=[O:36])[NH:27][CH2:28][C:29]1[CH:30]=[N:31][C:32]([NH2:35])=[CH:33][CH:34]=1)[CH2:17][C:18]1[CH:23]=[CH:22][C:21]([Cl:24])=[C:20]([Cl:25])[CH:19]=1)[CH:10]([CH3:13])[CH2:11][CH3:12])C)(C)(C)C.[ClH:39].